Dataset: Forward reaction prediction with 1.9M reactions from USPTO patents (1976-2016). Task: Predict the product of the given reaction. (1) Given the reactants [CH3:1][N:2]1[CH2:6][CH:5]([C:7]([O:9][CH3:10])=[O:8])[NH:4][C:3]1=[O:11].[CH3:12]I.[H-].[Na+], predict the reaction product. The product is: [CH3:1][N:2]1[CH2:6][CH:5]([C:7]([O:9][CH3:10])=[O:8])[N:4]([CH3:12])[C:3]1=[O:11]. (2) Given the reactants [C:1]([C:5]1[CH:10]=[CH:9][C:8]([C@@H:11]([NH:13][C:14]([C:16]2[CH:17]=[C:18]3[C:22](=[CH:23][CH:24]=2)[N:21]([CH:25]([C:27]2[CH:39]=[CH:38][C:30]([O:31][C@@H:32]([CH3:37])[C:33]([O:35]C)=[O:34])=[CH:29][CH:28]=2)[CH3:26])[C:20]([CH3:40])=[C:19]3[CH3:41])=[O:15])[CH3:12])=[CH:7][CH:6]=1)([CH3:4])([CH3:3])[CH3:2].[OH-].[Na+], predict the reaction product. The product is: [C:1]([C:5]1[CH:6]=[CH:7][C:8]([C@@H:11]([NH:13][C:14]([C:16]2[CH:17]=[C:18]3[C:22](=[CH:23][CH:24]=2)[N:21]([CH:25]([C:27]2[CH:28]=[CH:29][C:30]([O:31][C@@H:32]([CH3:37])[C:33]([OH:35])=[O:34])=[CH:38][CH:39]=2)[CH3:26])[C:20]([CH3:40])=[C:19]3[CH3:41])=[O:15])[CH3:12])=[CH:9][CH:10]=1)([CH3:3])([CH3:2])[CH3:4]. (3) Given the reactants [Cl:1][C:2]1[CH:7]=[CH:6][C:5]([C:8]2[NH:9][C:10](=[O:17])[N:11]([CH2:13][C:14]([OH:16])=O)[CH:12]=2)=[CH:4][CH:3]=1.C1C=CC2N(O)N=NC=2C=1.CCN=C=NCCCN(C)C.Cl.[F:40][C:41]([F:53])([F:52])[C:42]1[CH:43]=[C:44]([C:48]([NH2:51])([CH3:50])[CH3:49])[CH:45]=[CH:46][CH:47]=1, predict the reaction product. The product is: [Cl:1][C:2]1[CH:3]=[CH:4][C:5]([C:8]2[NH:9][C:10](=[O:17])[N:11]([CH2:13][C:14]([NH:51][C:48]([CH3:50])([C:44]3[CH:45]=[CH:46][CH:47]=[C:42]([C:41]([F:40])([F:52])[F:53])[CH:43]=3)[CH3:49])=[O:16])[CH:12]=2)=[CH:6][CH:7]=1. (4) Given the reactants [CH:1]([C:3]1[S:4][C:5]([C:11]2[CH:16]=[CH:15][C:14]([C:17]([F:20])([F:19])[F:18])=[CH:13][CH:12]=2)=[CH:6][C:7]=1B(O)O)=[O:2].Br[C:22]([CH3:24])=[CH2:23].[F-].[Cs+], predict the reaction product. The product is: [C:22]([C:7]1[CH:6]=[C:5]([C:11]2[CH:16]=[CH:15][C:14]([C:17]([F:20])([F:19])[F:18])=[CH:13][CH:12]=2)[S:4][C:3]=1[CH:1]=[O:2])([CH3:24])=[CH2:23]. (5) Given the reactants [Br:1][C:2]1[C:3](Cl)=[N:4][C:5]([Cl:8])=[N:6][CH:7]=1.[NH2:10][C:11]1[CH:16]=[CH:15][CH:14]=[CH:13][CH:12]=1.C(N(CC)CC)C, predict the reaction product. The product is: [Br:1][C:2]1[C:3]([NH:10][C:11]2[CH:16]=[CH:15][CH:14]=[CH:13][CH:12]=2)=[N:4][C:5]([Cl:8])=[N:6][CH:7]=1.